From a dataset of NCI-60 drug combinations with 297,098 pairs across 59 cell lines. Regression. Given two drug SMILES strings and cell line genomic features, predict the synergy score measuring deviation from expected non-interaction effect. (1) Drug 2: CC1CCC2CC(C(=CC=CC=CC(CC(C(=O)C(C(C(=CC(C(=O)CC(OC(=O)C3CCCCN3C(=O)C(=O)C1(O2)O)C(C)CC4CCC(C(C4)OC)OCCO)C)C)O)OC)C)C)C)OC. Synergy scores: CSS=7.65, Synergy_ZIP=-1.46, Synergy_Bliss=1.86, Synergy_Loewe=-0.639, Synergy_HSA=-0.357. Drug 1: C1=NC(=NC(=O)N1C2C(C(C(O2)CO)O)O)N. Cell line: NCIH23. (2) Drug 1: C1CCN(CC1)CCOC2=CC=C(C=C2)C(=O)C3=C(SC4=C3C=CC(=C4)O)C5=CC=C(C=C5)O. Drug 2: N.N.Cl[Pt+2]Cl. Cell line: SF-268. Synergy scores: CSS=-16.7, Synergy_ZIP=4.73, Synergy_Bliss=0.309, Synergy_Loewe=-9.71, Synergy_HSA=-8.35.